The task is: Predict the reaction yield, written as a fraction of the theoretical maximum amount of product (1.0 means a 100% yield; for example, 0.34 means a 34% yield).. This data is from Reaction yield outcomes from USPTO patents with 853,638 reactions. (1) The reactants are [CH3:1][O:2][C:3]1[CH:12]=[C:11]2[C:6]([CH:7]=[C:8](C(O)=O)[CH2:9][O:10]2)=[CH:5][CH:4]=1.C(N(CC)CC)C.C1(P(N=[N+]=[N-])(C2C=CC=CC=2)=[O:30])C=CC=CC=1.Cl. The catalyst is ClCCl.C1(C)C=CC=CC=1. The product is [CH3:1][O:2][C:3]1[CH:12]=[C:11]2[C:6]([CH2:7][C:8](=[O:30])[CH2:9][O:10]2)=[CH:5][CH:4]=1. The yield is 0.240. (2) The reactants are [CH:1]([C:3]1[C:11]2[C:6](=[N:7][CH:8]=[C:9]([C:12]3[CH:13]=[C:14]([NH:18][C:19](=[O:22])[CH2:20][CH3:21])[CH:15]=[N:16][CH:17]=3)[CH:10]=2)[N:5](C2CCCCO2)[N:4]=1)=O.[S].[N:30]1[CH:35]=[C:34]([NH2:36])[C:33]([NH2:37])=[C:32]([C:38]2[CH:39]=[N:40][CH:41]=[CH:42][CH:43]=2)[CH:31]=1.C([SiH](CC)CC)C.C(O)(C(F)(F)F)=O. The catalyst is CN(C=O)C. The product is [N:40]1[CH:41]=[CH:42][CH:43]=[C:38]([C:32]2[C:33]3[N:37]=[C:1]([C:3]4[C:11]5[C:6](=[N:7][CH:8]=[C:9]([C:12]6[CH:13]=[C:14]([NH:18][C:19](=[O:22])[CH2:20][CH3:21])[CH:15]=[N:16][CH:17]=6)[CH:10]=5)[NH:5][N:4]=4)[NH:36][C:34]=3[CH:35]=[N:30][CH:31]=2)[CH:39]=1. The yield is 0.490. (3) The reactants are C(OC([N:8]1[CH2:13][CH2:12][N:11]([C:14]2[N:19]=[C:18]([C:20]3[CH:25]=[CH:24][N:23]=[C:22]([NH:26][CH:27]4[CH2:32][CH2:31][CH2:30][CH2:29][CH2:28]4)[CH:21]=3)[CH:17]=[C:16]([CH2:33][NH2:34])[CH:15]=2)[CH2:10][CH2:9]1)=O)(C)(C)C.C(O)(C(F)(F)F)=O. The catalyst is C(Cl)Cl. The product is [NH2:34][CH2:33][C:16]1[CH:15]=[C:14]([N:11]2[CH2:12][CH2:13][NH:8][CH2:9][CH2:10]2)[N:19]=[C:18]([C:20]2[CH:25]=[CH:24][N:23]=[C:22]([NH:26][CH:27]3[CH2:28][CH2:29][CH2:30][CH2:31][CH2:32]3)[CH:21]=2)[CH:17]=1. The yield is 0.210. (4) No catalyst specified. The reactants are [Cl:1][C:2]1[N:7]=[C:6]([C:8]#[N:9])[C:5]([N+:10]([O-])=O)=[CH:4][CH:3]=1.C([OH:15])C. The product is [NH2:10][C:5]1[C:6]([C:8]([NH2:9])=[O:15])=[N:7][C:2]([Cl:1])=[CH:3][CH:4]=1. The yield is 0.780. (5) The reactants are Br[C:2]1[CH:7]=[CH:6][C:5]([O:8][CH:9]([F:11])[F:10])=[C:4]([CH3:12])[CH:3]=1.[CH3:13][C@H:14]1[CH2:19][NH:18][CH2:17][C@@H:16]([CH3:20])[NH:15]1.C1C=CC(P(C2C(C3C(P(C4C=CC=CC=4)C4C=CC=CC=4)=CC=C4C=3C=CC=C4)=C3C(C=CC=C3)=CC=2)C2C=CC=CC=2)=CC=1.CC([O-])(C)C.[K+]. The catalyst is C1(C)C=CC=CC=1.CC([O-])=O.CC([O-])=O.[Pd+2]. The product is [F:10][CH:9]([F:11])[O:8][C:5]1[CH:6]=[CH:7][C:2]([N:18]2[CH2:17][CH:16]([CH3:20])[NH:15][CH:14]([CH3:13])[CH2:19]2)=[CH:3][C:4]=1[CH3:12]. The yield is 0.410.